From a dataset of Peptide-MHC class II binding affinity with 134,281 pairs from IEDB. Regression. Given a peptide amino acid sequence and an MHC pseudo amino acid sequence, predict their binding affinity value. This is MHC class II binding data. (1) The MHC is HLA-DPA10201-DPB10101 with pseudo-sequence HLA-DPA10201-DPB10101. The peptide sequence is AAESSSKAALTSKLD. The binding affinity (normalized) is 0.233. (2) The peptide sequence is ERSLWIIFSKNLNIK. The MHC is HLA-DPA10301-DPB10402 with pseudo-sequence HLA-DPA10301-DPB10402. The binding affinity (normalized) is 0.481.